Dataset: Forward reaction prediction with 1.9M reactions from USPTO patents (1976-2016). Task: Predict the product of the given reaction. Given the reactants [O:1]1[CH:5]=[CH:4][CH:3]=[C:2]1[C:6](Cl)=[O:7].[Cl:9][C:10]1[CH:11]=[C:12]2[C:17](=[CH:18][CH:19]=1)[N:16]([CH2:20][C:21]1[CH:26]=[CH:25][C:24]([F:27])=[CH:23][CH:22]=1)[C:15](=[O:28])[C:14]([C:29]#[N:30])=[C:13]2[N:31]1[CH2:36][CH2:35][NH:34][CH2:33][CH2:32]1, predict the reaction product. The product is: [Cl:9][C:10]1[CH:11]=[C:12]2[C:17](=[CH:18][CH:19]=1)[N:16]([CH2:20][C:21]1[CH:22]=[CH:23][C:24]([F:27])=[CH:25][CH:26]=1)[C:15](=[O:28])[C:14]([C:29]#[N:30])=[C:13]2[N:31]1[CH2:36][CH2:35][N:34]([C:6]([C:2]2[O:1][CH:5]=[CH:4][CH:3]=2)=[O:7])[CH2:33][CH2:32]1.